From a dataset of Forward reaction prediction with 1.9M reactions from USPTO patents (1976-2016). Predict the product of the given reaction. (1) Given the reactants C[O:2][C:3]1[C:8]([CH2:9][NH:10]C(=O)OC(C)(C)C)=[C:7]([O:18][CH3:19])[CH:6]=[C:5]([CH3:20])[N:4]=1.O1CCOCC1.[ClH:27], predict the reaction product. The product is: [ClH:27].[NH2:10][CH2:9][C:8]1[C:3](=[O:2])[NH:4][C:5]([CH3:20])=[CH:6][C:7]=1[O:18][CH3:19]. (2) Given the reactants [Br:1][C:2]1[C:7]([CH3:8])=[CH:6][C:5]([N+:9]([O-:11])=[O:10])=[CH:4][N:3]=1.[Br:12]N1C(=O)CCC1=O.N(C1(C#N)CCCCC1)=NC1(C#N)CCCCC1, predict the reaction product. The product is: [Br:1][C:2]1[C:7]([CH2:8][Br:12])=[CH:6][C:5]([N+:9]([O-:11])=[O:10])=[CH:4][N:3]=1. (3) Given the reactants [OH:1][N:2]=[C:3]([C:8]([O:10][CH3:11])=[O:9])[C:4]([O:6][CH3:7])=[O:5].[CH2:12](Br)[CH:13]=[CH2:14].C(=O)([O-])[O-].[K+].[K+].O, predict the reaction product. The product is: [CH2:14]([O:1][N:2]=[C:3]([C:8]([O:10][CH3:11])=[O:9])[C:4]([O:6][CH3:7])=[O:5])[CH:13]=[CH2:12]. (4) The product is: [C:1]([C:5]1[CH:6]=[C:7]([NH:17][C:18]([NH:20][C:21]2[CH:22]=[N:23][C:24]([N:28]3[CH2:29][CH2:30][N:31]([C:49](=[O:50])[C:48]4[C:47]([F:46])=[CH:55][CH:54]=[CH:53][C:52]=4[F:56])[CH2:32][CH2:33]3)=[C:25]([CH3:27])[CH:26]=2)=[O:19])[N:8]([C:10]2[CH:15]=[CH:14][C:13]([CH3:16])=[CH:12][CH:11]=2)[N:9]=1)([CH3:4])([CH3:2])[CH3:3]. Given the reactants [C:1]([C:5]1[CH:6]=[C:7]([NH:17][C:18]([NH:20][C:21]2[CH:22]=[N:23][C:24]([N:28]3[CH2:33][CH2:32][NH:31][CH2:30][CH2:29]3)=[C:25]([CH3:27])[CH:26]=2)=[O:19])[N:8]([C:10]2[CH:15]=[CH:14][C:13]([CH3:16])=[CH:12][CH:11]=2)[N:9]=1)([CH3:4])([CH3:3])[CH3:2].Cl.CN(C)CCCN=C=NCC.[F:46][C:47]1[CH:55]=[CH:54][CH:53]=[C:52]([F:56])[C:48]=1[C:49](O)=[O:50].C(Cl)Cl, predict the reaction product. (5) Given the reactants [CH2:1]([O:3][C:4]([C:6]1[N:7]([NH:19][CH2:20][C:21]2[CH:26]=[CH:25][C:24]([F:27])=[CH:23][CH:22]=2)[C:8]2[C:13]([CH:14]=1)=[CH:12][CH:11]=[C:10]([C:15]([F:18])([F:17])[F:16])[CH:9]=2)=[O:5])[CH3:2].[CH2:28]([O:30][C:31](=[O:36])[CH2:32][C:33](Cl)=[O:34])[CH3:29], predict the reaction product. The product is: [CH2:1]([O:3][C:4]([C:6]1[N:7]([N:19]([C:33](=[O:34])[CH2:32][C:31]([O:30][CH2:28][CH3:29])=[O:36])[CH2:20][C:21]2[CH:22]=[CH:23][C:24]([F:27])=[CH:25][CH:26]=2)[C:8]2[C:13]([CH:14]=1)=[CH:12][CH:11]=[C:10]([C:15]([F:18])([F:16])[F:17])[CH:9]=2)=[O:5])[CH3:2]. (6) Given the reactants [NH2:1][C:2]1[NH:6][N:5]=[C:4]([NH:7][C:8]2[CH:13]=[C:12]([Cl:14])[C:11]([S:15][C:16]3[CH:23]=[CH:22][C:19]([C:20]#[N:21])=[CH:18][CH:17]=3)=[C:10]([Cl:24])[CH:9]=2)[N:3]=1.[OH:25]OS([O-])=O.[K+], predict the reaction product. The product is: [NH2:1][C:2]1[NH:6][N:5]=[C:4]([NH:7][C:8]2[CH:9]=[C:10]([Cl:24])[C:11]([S:15]([C:16]3[CH:23]=[CH:22][C:19]([C:20]#[N:21])=[CH:18][CH:17]=3)=[O:25])=[C:12]([Cl:14])[CH:13]=2)[N:3]=1.